Dataset: Full USPTO retrosynthesis dataset with 1.9M reactions from patents (1976-2016). Task: Predict the reactants needed to synthesize the given product. (1) Given the product [Cl:25][C:22]1[CH:23]=[CH:24][C:19]([O:18][C@@H:16]([CH3:17])[CH2:15][CH2:14][O:13][C:10]2[CH:11]=[CH:12][C:7]([CH2:6][CH2:5][C:4]([OH:36])=[O:3])=[C:8]([CH2:34][CH3:35])[CH:9]=2)=[C:20]([O:26][C:27]2[CH:32]=[CH:31][CH:30]=[CH:29][C:28]=2[F:33])[CH:21]=1, predict the reactants needed to synthesize it. The reactants are: C([O:3][C:4](=[O:36])[CH2:5][CH2:6][C:7]1[CH:12]=[CH:11][C:10]([O:13][CH2:14][CH2:15][C@@H:16]([O:18][C:19]2[CH:24]=[CH:23][C:22]([Cl:25])=[CH:21][C:20]=2[O:26][C:27]2[CH:32]=[CH:31][CH:30]=[CH:29][C:28]=2[F:33])[CH3:17])=[CH:9][C:8]=1[CH2:34][CH3:35])C.[OH-].[Na+]. (2) Given the product [S:15]1[CH:16]=[CH:17][N:18]=[C:14]1[NH:13][C:37]([C:30]1[C:31]2[C:36](=[CH:35][CH:34]=[CH:33][CH:32]=2)[N:28]([CH2:2][C:3]2[CH:8]=[CH:7][C:6]([S:9]([CH3:12])(=[O:11])=[O:10])=[CH:5][CH:4]=2)[CH:29]=1)=[O:38], predict the reactants needed to synthesize it. The reactants are: Br[CH2:2][C:3]1[CH:8]=[CH:7][C:6]([S:9]([CH3:12])(=[O:11])=[O:10])=[CH:5][CH:4]=1.[NH2:13][C:14]1[S:15][CH:16]=[CH:17][N:18]=1.N1C2C(=CC=CC=2)C=C1.[NH:28]1[C:36]2[C:31](=[CH:32][CH:33]=[CH:34][CH:35]=2)[C:30]([C:37](OC)=[O:38])=[CH:29]1. (3) Given the product [O:25]=[C:18]1[C:19]2[C:24](=[CH:23][CH:22]=[CH:21][CH:20]=2)[C:16](=[O:15])[N:17]1[N:26]([CH2:6][CH3:7])[C:27](=[O:33])[O:28][C:29]([CH3:30])([CH3:32])[CH3:31], predict the reactants needed to synthesize it. The reactants are: N(C(OC(C)C)=O)=NC(O[CH:6](C)[CH3:7])=O.[O:15]=[C:16]1[C:24]2[C:19](=[CH:20][CH:21]=[CH:22][CH:23]=2)[C:18](=[O:25])[N:17]1[NH:26][C:27](=[O:33])[O:28][C:29]([CH3:32])([CH3:31])[CH3:30].C1(P(C2C=CC=CC=2)C2C=CC=CC=2)C=CC=CC=1.C(O)C.